Predict the reaction yield, written as a fraction of the theoretical maximum amount of product (1.0 means a 100% yield; for example, 0.34 means a 34% yield). From a dataset of Reaction yield outcomes from USPTO patents with 853,638 reactions. (1) The catalyst is O. The yield is 0.550. The product is [CH3:23][C@H:21]1[O:22][C@@H:17]([CH3:16])[CH2:18][N:19]([C:6](=[NH:7])[NH2:8])[CH2:20]1. The reactants are S(O)(O)(=O)=O.[C:6](SC)(=[NH:8])[NH2:7].CSC(=N)N.[CH3:16][C@@H:17]1[O:22][C@H:21]([CH3:23])[CH2:20][NH:19][CH2:18]1.O.O.[Cl-].[Ba+2].[Cl-]. (2) The reactants are [Si]([O:8][C@@H:9]1[C@@:43]2([CH3:44])[C:13](=[CH:14][CH:15]=[C:16]3[C@@H:42]2[CH2:41][CH2:40][C@@:39]2([CH3:45])[C@H:17]3[CH2:18][CH:19]=[C:20]2[C:21]([O:24]/[CH:25]=[CH:26]/[CH2:27][C:28]([O:31][Si](CC)(CC)CC)([CH3:30])[CH3:29])([CH3:23])[CH3:22])[CH2:12][C@@H:11]([O:46][Si](C(C)(C)C)(C)C)[CH2:10]1)(C(C)(C)C)(C)C.O1CCCC1.[F-].C([N+](CCCC)(CCCC)CCCC)CCC. No catalyst specified. The product is [OH:8][C@@H:9]1[C@@:43]2([CH3:44])[C:13](=[CH:14][CH:15]=[C:16]3[C@@H:42]2[CH2:41][CH2:40][C@@:39]2([CH3:45])[C@H:17]3[CH2:18][CH:19]=[C:20]2[C:21]([O:24]/[CH:25]=[CH:26]/[CH2:27][C:28]([OH:31])([CH3:30])[CH3:29])([CH3:23])[CH3:22])[CH2:12][C@@H:11]([OH:46])[CH2:10]1. The yield is 0.970. (3) The reactants are [F:1][C:2]1[C:10]([O:11][C:12]2[C:17]3=[C:18]([CH3:25])[C:19](C(O)(C)C)=[CH:20][N:16]3[N:15]=[CH:14][N:13]=2)=[CH:9][CH:8]=[C:7]2[C:3]=1[CH:4]=[C:5]([CH3:26])[NH:6]2.Br[CH2:28][CH2:29][CH2:30][OH:31].C(=O)([O-])[O-:33].[K+].[K+]. The catalyst is C(#N)C. The product is [F:1][C:2]1[C:10]([O:11][C:12]2[C:17]3=[C:18]([CH3:25])[C:19]([O:33][CH2:28][CH2:29][CH2:30][OH:31])=[CH:20][N:16]3[N:15]=[CH:14][N:13]=2)=[CH:9][CH:8]=[C:7]2[C:3]=1[CH:4]=[C:5]([CH3:26])[NH:6]2. The yield is 0.390. (4) The reactants are [F:1][C:2]1[CH:9]=[CH:8][C:7]([O:10][CH3:11])=[CH:6][C:3]=1[CH:4]=O.[N+:12]([CH3:15])([O-:14])=[O:13].[OH-].[Na+]. No catalyst specified. The product is [F:1][C:2]1[CH:9]=[CH:8][C:7]([O:10][CH3:11])=[CH:6][C:3]=1[CH:4]=[CH:15][N+:12]([O-:14])=[O:13]. The yield is 0.587. (5) The reactants are Br[CH2:2][C:3]([C:5]1[C:10]([F:11])=[CH:9][C:8]([O:12][CH3:13])=[CH:7][C:6]=1[Cl:14])=O.[NH2:15][C:16]([NH2:18])=[S:17]. The catalyst is CCO. The product is [Cl:14][C:6]1[CH:7]=[C:8]([O:12][CH3:13])[CH:9]=[C:10]([F:11])[C:5]=1[C:3]1[N:15]=[C:16]([NH2:18])[S:17][CH:2]=1. The yield is 0.390. (6) The yield is 0.940. The product is [CH2:19]([CH:11]1[CH2:10][CH:9]([O:8][CH:31]2[CH2:32][CH2:33][O:28][CH2:29][CH2:30]2)[CH2:13][CH:12]1[C:14]([O:16][CH2:17][CH3:18])=[O:15])[CH3:20]. The catalyst is CC#N.[Bi](Br)(Br)Br. The reactants are [Si]([O:8][CH:9]1[CH2:13][CH:12]([C:14]([O:16][CH2:17][CH3:18])=[O:15])[CH:11]([CH2:19][CH3:20])[CH2:10]1)(C(C)(C)C)(C)C.C([SiH](CC)CC)C.[O:28]1[CH2:33][CH2:32][C:31](=O)[CH2:30][CH2:29]1. (7) The reactants are [Br:1][C:2]1[CH:3]=[C:4]([C:8](=[O:12])[C@H:9](O)[CH3:10])[CH:5]=[CH:6][CH:7]=1.CN(C1C2C(N(C)C)=CC=CC=2C=CC=1)C.S(OS(C(F)(F)F)(=O)=O)(C(F)(F)F)(=O)=O.[NH2:44][C:45]([CH3:49])([CH3:48])[CH2:46][OH:47]. The catalyst is C(#N)C. The product is [Br:1][C:2]1[CH:3]=[C:4]([C@:8]2([OH:12])[O:47][CH2:46][C:45]([CH3:49])([CH3:48])[NH:44][C@H:9]2[CH3:10])[CH:5]=[CH:6][CH:7]=1. The yield is 0.390.